Task: Predict the reaction yield, written as a fraction of the theoretical maximum amount of product (1.0 means a 100% yield; for example, 0.34 means a 34% yield).. Dataset: Reaction yield outcomes from USPTO patents with 853,638 reactions (1) The reactants are C(O[C:4](=[O:21])[CH2:5][C:6]([CH:8]1[CH2:13][CH2:12][N:11]([C:14]([O:16][C:17]([CH3:20])([CH3:19])[CH3:18])=[O:15])[CH2:10][CH2:9]1)=O)C.[F:22][C:23]([F:36])([F:35])[O:24][C:25]1[CH:33]=[CH:32][CH:31]=[C:30]2[C:26]=1[C:27]([NH2:34])=[N:28][NH:29]2.P([O-])([O-])([O-])=O.[K+].[K+].[K+].Cl. The catalyst is COCC(O)C.O. The product is [O:21]=[C:4]1[CH:5]=[C:6]([CH:8]2[CH2:9][CH2:10][N:11]([C:14]([O:16][C:17]([CH3:18])([CH3:19])[CH3:20])=[O:15])[CH2:12][CH2:13]2)[N:28]2[N:29]=[C:30]3[C:26]([C:25]([O:24][C:23]([F:35])([F:22])[F:36])=[CH:33][CH:32]=[CH:31]3)=[C:27]2[NH:34]1. The yield is 0.0800. (2) The reactants are [OH-].[Na+:2].[CH2:3]([C:10]1[CH:43]=[CH:42][C:13]([O:14][CH2:15][CH2:16][CH2:17][N:18]2[C:22]([CH3:23])=[CH:21][CH:20]=[C:19]2[C:24]2[CH:41]=[CH:40][C:27]([O:28][C@H:29]([CH2:33][C:34]3[CH:39]=[CH:38][CH:37]=[CH:36][CH:35]=3)[C:30]([OH:32])=[O:31])=[CH:26][CH:25]=2)=[CH:12][CH:11]=1)[C:4]1[CH:9]=[CH:8][CH:7]=[CH:6][CH:5]=1. The catalyst is C(O)C. The product is [CH2:3]([C:10]1[CH:11]=[CH:12][C:13]([O:14][CH2:15][CH2:16][CH2:17][N:18]2[C:22]([CH3:23])=[CH:21][CH:20]=[C:19]2[C:24]2[CH:25]=[CH:26][C:27]([O:28][C@H:29]([CH2:33][C:34]3[CH:35]=[CH:36][CH:37]=[CH:38][CH:39]=3)[C:30]([O-:32])=[O:31])=[CH:40][CH:41]=2)=[CH:42][CH:43]=1)[C:4]1[CH:5]=[CH:6][CH:7]=[CH:8][CH:9]=1.[Na+:2]. The yield is 0.873.